This data is from Forward reaction prediction with 1.9M reactions from USPTO patents (1976-2016). The task is: Predict the product of the given reaction. Given the reactants Br[C:2]1[CH:3]=[C:4]2[C:8](=[CH:9][CH:10]=1)[NH:7][C:6](=[O:11])[C:5]2([O:13][CH3:14])[CH3:12].[Cl:15][C:16]1[CH:17]=[C:18](B(O)O)[CH:19]=[CH:20][CH:21]=1.C(=O)([O-])[O-].[Na+].[Na+], predict the reaction product. The product is: [Cl:15][C:16]1[CH:21]=[C:20]([C:2]2[CH:3]=[C:4]3[C:8](=[CH:9][CH:10]=2)[NH:7][C:6](=[O:11])[C:5]3([O:13][CH3:14])[CH3:12])[CH:19]=[CH:18][CH:17]=1.